This data is from Forward reaction prediction with 1.9M reactions from USPTO patents (1976-2016). The task is: Predict the product of the given reaction. (1) Given the reactants [N:1]1[CH:6]=[CH:5][CH:4]=[C:3]([C:7]2[CH:8]=[C:9]3[C:14](=[N:15][CH:16]=2)[NH:13][CH2:12][CH2:11][CH2:10]3)[CH:2]=1.[C:17]([N:25]=C=O)(=[O:24])C1C=CC=CC=1.C([O-])([O-])=O.[K+].[K+].CCOC(C)=O, predict the reaction product. The product is: [N:1]1[CH:6]=[CH:5][CH:4]=[C:3]([C:7]2[CH:8]=[C:9]3[C:14](=[N:15][CH:16]=2)[N:13]([C:17]([NH2:25])=[O:24])[CH2:12][CH2:11][CH2:10]3)[CH:2]=1. (2) Given the reactants [S:1](=[O:5])(=O)([OH:3])[OH:2].[CH3:6][N:7]1[C:16]2[C:11](=[CH:12][CH:13]=[CH:14][CH:15]=2)[CH2:10][CH2:9][CH2:8]1, predict the reaction product. The product is: [CH3:6][N:7]1[C:16]2[C:11](=[CH:12][C:13]([S:1]([OH:3])(=[O:5])=[O:2])=[CH:14][CH:15]=2)[CH2:10][CH2:9][CH2:8]1. (3) Given the reactants BrC1C=CC2OC3C(=O)NC(C4CCCN4)=NC=3C=2C=1.[Cl:21][C:22]1[CH:23]=[CH:24][C:25]2[O:29][C:28]([C:30]([NH2:32])=[O:31])=[C:27]([NH:33][C:34](=O)[CH2:35][Cl:36])[C:26]=2[CH:38]=1.BrC1C=CC2OC(C(N)=O)=C(NC(=O)CCl)C=2C=1, predict the reaction product. The product is: [Cl:21][C:22]1[CH:23]=[CH:24][C:25]2[O:29][C:28]3[C:30](=[O:31])[NH:32][C:34]([CH2:35][Cl:36])=[N:33][C:27]=3[C:26]=2[CH:38]=1. (4) Given the reactants N[C:2]1[C:7]([C:8]#[N:9])=[C:6]([C:10]2[CH:15]=[CH:14][C:13]([O:16][CH2:17][CH2:18][OH:19])=[CH:12][CH:11]=2)[C:5]([C:20]#[N:21])=[C:4]([O:22][CH3:23])[N:3]=1.N(OCCC(C)C)=O.[ClH:32], predict the reaction product. The product is: [Cl:32][C:2]1[C:7]([C:8]#[N:9])=[C:6]([C:10]2[CH:15]=[CH:14][C:13]([O:16][CH2:17][CH2:18][OH:19])=[CH:12][CH:11]=2)[C:5]([C:20]#[N:21])=[C:4]([O:22][CH3:23])[N:3]=1. (5) The product is: [F:38][C:32]1[CH:33]=[CH:34][C:35]([F:37])=[CH:36][C:31]=1[CH2:30][C@H:17]([NH:16][C:7]([C:5]1[S:6][C:2]([CH3:1])=[C:3]([C:10]2[N:14]([CH3:15])[N:13]=[CH:12][CH:11]=2)[CH:4]=1)=[O:9])[CH2:18][N:19]1[C:27](=[O:28])[C:26]2[C:21](=[CH:22][CH:23]=[CH:24][CH:25]=2)[C:20]1=[O:29]. Given the reactants [CH3:1][C:2]1[S:6][C:5]([C:7]([OH:9])=O)=[CH:4][C:3]=1[C:10]1[N:14]([CH3:15])[N:13]=[CH:12][CH:11]=1.[NH2:16][C@@H:17]([CH2:30][C:31]1[CH:36]=[C:35]([F:37])[CH:34]=[CH:33][C:32]=1[F:38])[CH2:18][N:19]1[C:27](=[O:28])[C:26]2[C:21](=[CH:22][CH:23]=[CH:24][CH:25]=2)[C:20]1=[O:29].FC1C=CC=C(F)C=1C[C@@H](C(O)=O)N.C1CN([P+](Br)(N2CCCC2)N2CCCC2)CC1.F[P-](F)(F)(F)(F)F.CCN(C(C)C)C(C)C, predict the reaction product. (6) Given the reactants [C:1]([C:3]1[CH:8]=[CH:7][C:6]([N:9]2[C:13]([C:14]3[C:15](=[O:33])[N:16]([CH3:32])[C:17](=[O:31])[N:18]([C:21]4[CH:26]=[CH:25][CH:24]=[C:23]([C:27]([F:30])([F:29])[F:28])[CH:22]=4)[C:19]=3[CH3:20])=[C:12]([S:34]([OH:37])(=O)=[O:35])[CH:11]=[N:10]2)=[CH:5][CH:4]=1)#[N:2].N1C=CC=CC=1.P(Cl)(Cl)([Cl:46])=O.O, predict the reaction product. The product is: [C:1]([C:3]1[CH:8]=[CH:7][C:6]([N:9]2[C:13]([C:14]3[C:15](=[O:33])[N:16]([CH3:32])[C:17](=[O:31])[N:18]([C:21]4[CH:26]=[CH:25][CH:24]=[C:23]([C:27]([F:30])([F:29])[F:28])[CH:22]=4)[C:19]=3[CH3:20])=[C:12]([S:34]([Cl:46])(=[O:37])=[O:35])[CH:11]=[N:10]2)=[CH:5][CH:4]=1)#[N:2]. (7) Given the reactants [O:1]=[S:2]1[C:8]2[CH:9]=[CH:10][CH:11]=[CH:12][C:7]=2[CH2:6][N:5]([C:13]2[N:18]=[C:17]([NH:19][C@H:20]3[C@H:24]([F:25])[CH2:23][N:22](C(OCC4C=CC=CC=4)=O)[CH2:21]3)[C:16]3[S:36][C:37]([CH3:39])=[CH:38][C:15]=3[N:14]=2)[CH2:4][CH2:3]1.[OH-].[K+], predict the reaction product. The product is: [F:25][C@@H:24]1[CH2:23][NH:22][CH2:21][C@H:20]1[NH:19][C:17]1[C:16]2[S:36][C:37]([CH3:39])=[CH:38][C:15]=2[N:14]=[C:13]([N:5]2[CH2:6][C:7]3[CH:12]=[CH:11][CH:10]=[CH:9][C:8]=3[S:2](=[O:1])[CH2:3][CH2:4]2)[N:18]=1. (8) Given the reactants [C:1]([NH:4][C:5]1[CH:6]=[C:7]([CH2:13][CH:14]([OH:16])[CH3:15])[CH:8]=[CH:9][C:10]=1[O:11][CH3:12])(=[O:3])[CH3:2].[N+:17]([C:20]1[CH:27]=[CH:26][C:23]([CH:24]=O)=[CH:22][CH:21]=1)([O-:19])=[O:18], predict the reaction product. The product is: [C:1]([NH:4][C:5]1[CH:6]=[C:7]2[C:8](=[CH:9][C:10]=1[O:11][CH3:12])[CH:24]([C:23]1[CH:26]=[CH:27][C:20]([N+:17]([O-:19])=[O:18])=[CH:21][CH:22]=1)[O:16][CH:14]([CH3:15])[CH2:13]2)(=[O:3])[CH3:2]. (9) Given the reactants [C:1]([O:5][C:6]([N:8]1[CH2:13][CH2:12][CH:11]([NH2:14])[CH2:10][CH2:9]1)=[O:7])([CH3:4])([CH3:3])[CH3:2].[CH2:15]([C:17]1[CH:24]=[CH:23][C:20]([CH:21]=O)=[CH:19][C:18]=1[N+:25]([O-:27])=[O:26])[CH3:16].[BH4-].[Na+].C(O)(=O)C, predict the reaction product. The product is: [C:1]([O:5][C:6]([N:8]1[CH2:13][CH2:12][CH:11]([NH:14][CH2:21][C:20]2[CH:23]=[CH:24][C:17]([CH2:15][CH3:16])=[C:18]([N+:25]([O-:27])=[O:26])[CH:19]=2)[CH2:10][CH2:9]1)=[O:7])([CH3:4])([CH3:2])[CH3:3]. (10) Given the reactants [Cl:1][C:2]1[CH:7]=[CH:6][C:5]([C@@H:8]([OH:12])[CH2:9][CH2:10][OH:11])=[CH:4][C:3]=1[F:13].N1C=CN=C1.[Si:19](Cl)([C:22]([CH3:25])([CH3:24])[CH3:23])([CH3:21])[CH3:20], predict the reaction product. The product is: [Si:19]([O:11][CH2:10][CH2:9][C@@H:8]([C:5]1[CH:6]=[CH:7][C:2]([Cl:1])=[C:3]([F:13])[CH:4]=1)[OH:12])([C:22]([CH3:25])([CH3:24])[CH3:23])([CH3:21])[CH3:20].